Task: Predict the reactants needed to synthesize the given product.. Dataset: Full USPTO retrosynthesis dataset with 1.9M reactions from patents (1976-2016) Given the product [Cl:20][C:5]1[C:6]([NH:8][C@@H:9]2[CH2:14][CH2:13][CH2:12][CH2:11][C@H:10]2[NH:15][S:16]([CH3:19])(=[O:18])=[O:17])=[N:7][C:2]([NH:21][C:22]2[CH:36]=[CH:35][C:25]3[N:26]([CH3:34])[C:27](=[O:33])[CH2:28][CH2:29][C:30]([CH3:32])([CH3:31])[C:24]=3[CH:23]=2)=[N:3][CH:4]=1, predict the reactants needed to synthesize it. The reactants are: Cl[C:2]1[N:7]=[C:6]([NH:8][C@@H:9]2[CH2:14][CH2:13][CH2:12][CH2:11][C@H:10]2[NH:15][S:16]([CH3:19])(=[O:18])=[O:17])[C:5]([Cl:20])=[CH:4][N:3]=1.[NH2:21][C:22]1[CH:36]=[CH:35][C:25]2[N:26]([CH3:34])[C:27](=[O:33])[CH2:28][CH2:29][C:30]([CH3:32])([CH3:31])[C:24]=2[CH:23]=1.Cl.